This data is from Catalyst prediction with 721,799 reactions and 888 catalyst types from USPTO. The task is: Predict which catalyst facilitates the given reaction. Reactant: [Br:1][C:2]1[C:6]2[N:7]=[CH:8][N:9]=[C:10](Cl)[C:5]=2[S:4][CH:3]=1.[CH3:12][S-:13].[Na+]. Product: [Br:1][C:2]1[C:6]2[N:7]=[CH:8][N:9]=[C:10]([S:13][CH3:12])[C:5]=2[S:4][CH:3]=1. The catalyst class is: 1.